From a dataset of Catalyst prediction with 721,799 reactions and 888 catalyst types from USPTO. Predict which catalyst facilitates the given reaction. Reactant: [F:1][C:2]1([F:46])[CH2:7][CH2:6][CH:5]([C:8]2[C:17]3[CH:16]([OH:18])[CH2:15][C:14]([CH3:20])([CH3:19])[CH2:13][C:12]=3[N:11]=[C:10]([CH:21]3[CH2:26][CH2:25][N:24]([C:27]4[N:32]=[CH:31][C:30]([OH:33])=[CH:29][N:28]=4)[CH2:23][CH2:22]3)[C:9]=2[CH:34]([F:45])[C:35]2[CH:40]=[CH:39][C:38]([C:41]([F:44])([F:43])[F:42])=[CH:37][CH:36]=2)[CH2:4][CH2:3]1.C(=O)([O-])[O-].[Cs+].[Cs+].C1(C)C=CC(S(O[CH2:63][C@@H:64]2[CH2:68][O:67][C:66]([CH3:70])([CH3:69])[O:65]2)(=O)=O)=CC=1.O. Product: [F:46][C:2]1([F:1])[CH2:3][CH2:4][CH:5]([C:8]2[C:17]3[CH:16]([OH:18])[CH2:15][C:14]([CH3:19])([CH3:20])[CH2:13][C:12]=3[N:11]=[C:10]([CH:21]3[CH2:22][CH2:23][N:24]([C:27]4[N:32]=[CH:31][C:30]([O:33][CH2:63][C@@H:64]5[CH2:68][O:67][C:66]([CH3:70])([CH3:69])[O:65]5)=[CH:29][N:28]=4)[CH2:25][CH2:26]3)[C:9]=2[CH:34]([F:45])[C:35]2[CH:36]=[CH:37][C:38]([C:41]([F:43])([F:42])[F:44])=[CH:39][CH:40]=2)[CH2:6][CH2:7]1. The catalyst class is: 435.